This data is from Forward reaction prediction with 1.9M reactions from USPTO patents (1976-2016). The task is: Predict the product of the given reaction. Given the reactants [Cl:1][C:2]1[C:7](Cl)=[N:6][CH:5]=[CH:4][N:3]=1.[NH2:9][NH2:10].N1C=CC=CC=1, predict the reaction product. The product is: [Cl:1][C:2]1[C:7]([NH:9][NH2:10])=[N:6][CH:5]=[CH:4][N:3]=1.